Task: Predict the product of the given reaction.. Dataset: Forward reaction prediction with 1.9M reactions from USPTO patents (1976-2016) Given the reactants [N:1]#[C:2]Br.O.[C:5]1([OH:11])[CH:10]=[CH:9][CH:8]=[CH:7][CH:6]=1.C(N(CC)CC)C, predict the reaction product. The product is: [O:11]([C:5]1[CH:10]=[CH:9][CH:8]=[CH:7][CH:6]=1)[C:2]#[N:1].